From a dataset of Peptide-MHC class II binding affinity with 134,281 pairs from IEDB. Regression. Given a peptide amino acid sequence and an MHC pseudo amino acid sequence, predict their binding affinity value. This is MHC class II binding data. The peptide sequence is TPTNASHIQSAVVCG. The MHC is DRB1_1001 with pseudo-sequence DRB1_1001. The binding affinity (normalized) is 0.311.